From a dataset of Full USPTO retrosynthesis dataset with 1.9M reactions from patents (1976-2016). Predict the reactants needed to synthesize the given product. (1) Given the product [OH:40][CH2:39][C@@H:38]([NH:37][C:1]([N:16]1[C:15]([CH3:32])([CH3:14])[C:23]2[CH:22]=[N:21][C:20]([NH:24][C:25]3[CH:30]=[CH:29][N:28]=[C:27]([CH3:31])[CH:26]=3)=[N:19][C:18]=2[CH2:17]1)=[O:2])[C:41]1[CH:46]=[CH:45][CH:44]=[CH:43][CH:42]=1, predict the reactants needed to synthesize it. The reactants are: [C:1](Cl)(Cl)=[O:2].CCN(C(C)C)C(C)C.[CH3:14][C:15]1([CH3:32])[C:23]2[CH:22]=[N:21][C:20]([NH:24][C:25]3[CH:30]=[CH:29][N:28]=[C:27]([CH3:31])[CH:26]=3)=[N:19][C:18]=2[CH2:17][NH:16]1.C(Cl)(=O)N.[NH2:37][C@@H:38]([C:41]1[CH:46]=[CH:45][CH:44]=[CH:43][CH:42]=1)[CH2:39][OH:40]. (2) Given the product [F:31][CH:2]([F:1])[N:3]1[N:19]=[CH:18][C:17]2[NH:16][C:15](=[O:20])[C@@H:14]([CH3:21])[CH2:13][CH2:12][CH2:11][C@@H:10]([NH:22][C:23](=[O:29])[O:24][C:25]([CH3:26])([CH3:27])[CH3:28])[C:9]3[CH:30]=[C:5]([CH:6]=[CH:7][N:8]=3)[C:4]1=2, predict the reactants needed to synthesize it. The reactants are: [F:1][CH:2]([F:31])[N:3]1[N:19]=[CH:18][C:17]2[NH:16][C:15](=[O:20])[C@@H:14]([CH3:21])[CH:13]=[CH:12][CH2:11][C@@H:10]([NH:22][C:23](=[O:29])[O:24][C:25]([CH3:28])([CH3:27])[CH3:26])[C:9]3[CH:30]=[C:5]([CH:6]=[CH:7][N:8]=3)[C:4]1=2. (3) The reactants are: S(Cl)([Cl:3])=O.[C:5]([O:8][C:9]1[CH:17]=[CH:16][C:12]([C:13](O)=[O:14])=[CH:11][CH:10]=1)(=[O:7])[CH3:6]. Given the product [C:5]([O:8][C:9]1[CH:17]=[CH:16][C:12]([C:13]([Cl:3])=[O:14])=[CH:11][CH:10]=1)(=[O:7])[CH3:6], predict the reactants needed to synthesize it. (4) Given the product [CH2:34]([NH:24][C:20]1[CH:19]=[C:18]([CH:23]=[CH:22][CH:21]=1)[O:17][C:12]1[CH:13]=[CH:14][C:15]2[C:16]3[N:4]([CH2:3][CH:2]([CH3:31])[CH3:1])[C:5]([CH2:28][CH2:29][CH3:30])=[N:6][C:7]=3[C:8]([NH2:27])=[N:9][C:10]=2[CH:11]=1)[CH3:35], predict the reactants needed to synthesize it. The reactants are: [CH3:1][CH:2]([CH3:31])[CH2:3][N:4]1[C:16]2[C:15]3[CH:14]=[CH:13][C:12]([O:17][C:18]4[CH:23]=[CH:22][CH:21]=[C:20]([N+:24]([O-])=O)[CH:19]=4)=[CH:11][C:10]=3[N:9]=[C:8]([NH2:27])[C:7]=2[N:6]=[C:5]1[CH2:28][CH2:29][CH3:30].[H][H].[CH2:34](O)[CH3:35]. (5) Given the product [CH3:16][N:15]([CH3:17])[CH2:14][CH2:13][N:12]([CH3:18])[C:11]1[C:5]2[N:4]=[C:3]([CH2:2][N:1]([CH3:30])[CH:27]3[C:28]4[N:19]=[CH:20][CH:21]=[CH:22][C:23]=4[CH2:24][CH2:25][CH2:26]3)[NH:7][C:6]=2[CH:8]=[CH:9][CH:10]=1, predict the reactants needed to synthesize it. The reactants are: [NH2:1][CH2:2][C:3]1[NH:7][C:6]2[CH:8]=[CH:9][CH:10]=[C:11]([N:12]([CH3:18])[CH2:13][CH2:14][N:15]([CH3:17])[CH3:16])[C:5]=2[N:4]=1.[N:19]1[C:28]2[C:27](=O)[CH2:26][CH2:25][CH2:24][C:23]=2[CH:22]=[CH:21][CH:20]=1.[C:30](O)(=O)C.C(O[BH-](OC(=O)C)OC(=O)C)(=O)C.[Na+].C=O. (6) Given the product [CH3:34][N:2]([CH3:1])[C:3]1[CH:4]=[C:5]([C:10]2[O:11][C:12]([CH3:33])=[C:13]([CH2:15][CH2:16][O:17][C:18]3[CH:19]=[C:20]4[C:24](=[CH:25][CH:26]=3)[C@H:23]([CH2:27][C:28]([OH:30])=[O:29])[CH2:22][CH2:21]4)[N:14]=2)[CH:6]=[CH:7][C:8]=1[CH3:9], predict the reactants needed to synthesize it. The reactants are: [CH3:1][N:2]([CH3:34])[C:3]1[CH:4]=[C:5]([C:10]2[O:11][C:12]([CH3:33])=[C:13]([CH2:15][CH2:16][O:17][C:18]3[CH:19]=[C:20]4[C:24](=[CH:25][CH:26]=3)[C@H:23]([CH2:27][C:28]([O:30]CC)=[O:29])[CH2:22][CH2:21]4)[N:14]=2)[CH:6]=[CH:7][C:8]=1[CH3:9].[Li+].[OH-].O.